This data is from Full USPTO retrosynthesis dataset with 1.9M reactions from patents (1976-2016). The task is: Predict the reactants needed to synthesize the given product. Given the product [F:1][C:2]1[CH:3]=[CH:4][C:5]([CH2:6][N:7]2[CH:11]=[C:10]([CH:12]([OH:60])[C@@H:13]3[C@:17]4([CH3:58])[C@@:16]([OH:59])([CH:21]5[CH:20]([C@H:19]([OH:54])[CH2:18]4)[C@:33]4([CH2:32][OH:31])[C@@:24]([OH:53])([CH2:25][C@@H:26]([O:36][C@H:37]6[C@H:42]([OH:43])[C@H:41]([OH:45])[C@@H:40]([OH:48])[C@H:39]([CH3:52])[O:38]6)[CH2:27][C@H:28]4[OH:29])[CH2:23][CH2:22]5)[CH2:15][CH2:14]3)[N:9]=[N:8]2)=[CH:61][CH:62]=1, predict the reactants needed to synthesize it. The reactants are: [F:1][C:2]1[CH:62]=[CH:61][C:5]([CH2:6][N:7]2[CH:11]=[C:10]([CH:12]([OH:60])[C@@H:13]3[C@@:17]4([CH3:58])[CH2:18][C@@H:19]([O:54]COC)[CH:20]5[C@:33]67[C@@:24]([OH:53])([CH2:25][C@@H:26]([O:36][C@H:37]8[C@@H:42]9[O:43]C(C)(C)[O:45][C@@H:41]9[C@@H:40]([O:48]COC)[C@H:39]([CH3:52])[O:38]8)[CH2:27][C@H:28]6[O:29]C(C)(C)[O:31][CH2:32]7)[CH2:23][CH2:22][CH:21]5[C@@:16]4([OH:59])[CH2:15][CH2:14]3)[N:9]=[N:8]2)=[CH:4][CH:3]=1.